Dataset: Forward reaction prediction with 1.9M reactions from USPTO patents (1976-2016). Task: Predict the product of the given reaction. (1) Given the reactants [CH:1]1[CH:2]=[CH:3][C:4]2[S:9][CH:8]=[CH:7][C:5]=2[CH:6]=1.[Br:10][C:11]1[CH:12]=[CH:13][C:14]([O:19][CH2:20][CH3:21])=[C:15]([CH:18]=1)[CH:16]=O, predict the reaction product. The product is: [S:9]1[C:8]([CH2:16][C:15]2[CH:18]=[C:11]([Br:10])[CH:12]=[CH:13][C:14]=2[O:19][CH2:20][CH3:21])=[CH:7][C:5]2[CH:6]=[CH:1][CH:2]=[CH:3][C:4]1=2. (2) Given the reactants Cl[C:2]1[N:7]=[C:6]([NH2:8])[N:5]=[C:4]([NH2:9])[C:3]=1[N+:10]([O-:12])=[O:11].C([O-])(O)=O.[Na+].[CH3:18][C:19]1[O:23][C:22](B(O)O)=[CH:21][CH:20]=1, predict the reaction product. The product is: [CH3:18][C:19]1[O:23][C:22]([C:2]2[N:7]=[C:6]([NH2:8])[N:5]=[C:4]([NH2:9])[C:3]=2[N+:10]([O-:12])=[O:11])=[CH:21][CH:20]=1. (3) Given the reactants [Cl:1][CH2:2][CH2:3][CH2:4][OH:5].[CH2:6]([N:8]([CH3:10])[CH3:9])[CH3:7].C, predict the reaction product. The product is: [Cl-:1].[CH2:6]([N+:8]([CH2:2][CH2:3][CH2:4][OH:5])([CH3:10])[CH3:9])[CH3:7]. (4) Given the reactants [CH2:1]([O:3][C:4]1[CH:9]=[CH:8][C:7]([C:10](=[O:19])[C:11]([C:13]2[CH:18]=[CH:17][CH:16]=[CH:15][CH:14]=2)=[O:12])=[CH:6][CH:5]=1)[CH3:2].[N+:20]([O-])([OH:22])=[O:21], predict the reaction product. The product is: [CH2:1]([O:3][C:4]1[CH:5]=[CH:6][C:7]([C:10](=[O:19])[C:11]([C:13]2[CH:18]=[CH:17][CH:16]=[CH:15][CH:14]=2)=[O:12])=[CH:8][C:9]=1[N+:20]([O-:22])=[O:21])[CH3:2]. (5) Given the reactants [F:1][C:2]([F:18])([F:17])[C:3]1[CH:8]=[CH:7][N:6]=[C:5](/[CH:9]=[N:10]/[S@@:11]([C:13]([CH3:16])([CH3:15])[CH3:14])=[O:12])[CH:4]=1.[CH3:19][Mg]Br, predict the reaction product. The product is: [F:18][C:2]([F:1])([F:17])[C:3]1[CH:8]=[CH:7][N:6]=[C:5]([C@H:9]([NH:10][S@@:11]([C:13]([CH3:14])([CH3:15])[CH3:16])=[O:12])[CH3:19])[CH:4]=1.